Dataset: Reaction yield outcomes from USPTO patents with 853,638 reactions. Task: Predict the reaction yield, written as a fraction of the theoretical maximum amount of product (1.0 means a 100% yield; for example, 0.34 means a 34% yield). (1) The product is [CH2:1]([N:3]1[CH2:4][CH2:5][N:6]([CH2:9][C:10]2[CH:18]=[CH:17][C:13]([C:14]([NH:20][C@H:21]3[C@H:26]4[C@@H:22]3[O:23][C:24]3[CH:30]=[CH:29][C:28]([O:31][C:32]5[C:33]6[CH2:34][CH2:35][C:36](=[O:42])[NH:37][C:38]=6[N:39]=[CH:40][CH:41]=5)=[CH:27][C:25]=34)=[O:16])=[CH:12][C:11]=2[CH3:19])[CH2:7][CH2:8]1)[CH3:2]. The reactants are [CH2:1]([N:3]1[CH2:8][CH2:7][N:6]([CH2:9][C:10]2[CH:18]=[CH:17][C:13]([C:14]([OH:16])=O)=[CH:12][C:11]=2[CH3:19])[CH2:5][CH2:4]1)[CH3:2].[NH2:20][C@H:21]1[C@H:26]2[C@@H:22]1[O:23][C:24]1[CH:30]=[CH:29][C:28]([O:31][C:32]3[CH:41]=[CH:40][N:39]=[C:38]4[C:33]=3[CH2:34][CH2:35][C:36](=[O:42])[NH:37]4)=[CH:27][C:25]=12.CN(C(ON1N=NC2C=CC=NC1=2)=[N+](C)C)C.F[P-](F)(F)(F)(F)F.CCN(C(C)C)C(C)C. The yield is 0.340. The catalyst is CN(C=O)C. (2) The reactants are Cl[Si](Cl)(Cl)Cl.[N-:6]=[N+:7]=[N-:8].[Na+].[CH2:10]([O:12][C:13]([C:15]1[CH:16]=[C:17]2[C:22](=[CH:23][CH:24]=1)[NH:21][CH:20]([C:25]1[CH:30]=[CH:29][CH:28]=[C:27]([NH:31][C:32](=O)[CH2:33][CH3:34])[CH:26]=1)[C:19]([CH3:37])([CH3:36])[CH2:18]2)=[O:14])[CH3:11]. The catalyst is C(#N)C. The product is [CH2:10]([O:12][C:13]([C:15]1[CH:16]=[C:17]2[C:22](=[CH:23][CH:24]=1)[NH:21][CH:20]([C:25]1[CH:30]=[CH:29][CH:28]=[C:27]([N:31]3[C:32]([CH2:33][CH3:34])=[N:8][N:7]=[N:6]3)[CH:26]=1)[C:19]([CH3:37])([CH3:36])[CH2:18]2)=[O:14])[CH3:11]. The yield is 0.660.